From a dataset of CYP1A2 inhibition data for predicting drug metabolism from PubChem BioAssay. Regression/Classification. Given a drug SMILES string, predict its absorption, distribution, metabolism, or excretion properties. Task type varies by dataset: regression for continuous measurements (e.g., permeability, clearance, half-life) or binary classification for categorical outcomes (e.g., BBB penetration, CYP inhibition). Dataset: cyp1a2_veith. (1) The molecule is COc1cccc(Cn2c(=O)c(-c3cn(C)c4ccccc34)nc3cncnc32)c1. The result is 1 (inhibitor). (2) The compound is CC(=O)Nc1cc(CN2CCCCC2)c(O)c2ncccc12. The result is 0 (non-inhibitor). (3) The compound is C/C(=N/NC(=O)c1ccc(NC(=O)c2ccc(F)cc2)cc1)c1ccccc1. The result is 0 (non-inhibitor). (4) The drug is Cn1cccc1C(=O)N1CCC2(CC1)CN(C(=O)Nc1ccccc1)C2. The result is 0 (non-inhibitor).